Task: Predict the reaction yield, written as a fraction of the theoretical maximum amount of product (1.0 means a 100% yield; for example, 0.34 means a 34% yield).. Dataset: Reaction yield outcomes from USPTO patents with 853,638 reactions (1) The reactants are [H-].[Na+].[CH2:3]([O:10][C:11]1[CH:12]=[C:13]([NH:22][C:23]([O:25][C:26]([CH3:29])([CH3:28])[CH3:27])=[O:24])[C:14]([I:21])=[C:15]2[C:20]=1[N:19]=[CH:18][CH:17]=[CH:16]2)[C:4]1[CH:9]=[CH:8][CH:7]=[CH:6][CH:5]=1.[Cl:30][CH:31]=[CH:32][CH2:33]Cl. The catalyst is CCCCC.CN(C=O)C.O. The product is [CH2:3]([O:10][C:11]1[CH:12]=[C:13]([N:22]([C:23]([O:25][C:26]([CH3:29])([CH3:28])[CH3:27])=[O:24])[CH2:33][CH:32]=[CH:31][Cl:30])[C:14]([I:21])=[C:15]2[C:20]=1[N:19]=[CH:18][CH:17]=[CH:16]2)[C:4]1[CH:5]=[CH:6][CH:7]=[CH:8][CH:9]=1. The yield is 0.930. (2) The product is [Cl:24][CH2:25][C:26]([NH:18][NH:17][C:15]([C:14]1[C:9]([NH:8][C:5]2[CH:6]=[CH:7][C:2]([Br:1])=[CH:3][C:4]=2[F:23])=[C:10]([Cl:22])[C:11]2[N:12]([CH:19]=[CH:20][N:21]=2)[CH:13]=1)=[O:16])=[O:27]. The reactants are [Br:1][C:2]1[CH:7]=[CH:6][C:5]([NH:8][C:9]2[C:14]([C:15]([NH:17][NH2:18])=[O:16])=[CH:13][N:12]3[CH:19]=[CH:20][N:21]=[C:11]3[C:10]=2[Cl:22])=[C:4]([F:23])[CH:3]=1.[Cl:24][CH2:25][C:26](Cl)=[O:27]. The catalyst is ClCCl.C(OCC)(=O)C. The yield is 0.540. (3) The reactants are N#N.[CH2:3]([O:10][C@@H:11]1[C@H:15]([OH:16])[C@@H:14]([CH2:17][OH:18])[O:13][C@H:12]1[N:19]1[C:28]2[N:27]=[CH:26][N:25]=[C:23]([OH:24])[C:22]=2[N:21]=[CH:20]1)[C:4]1[CH:9]=[CH:8][CH:7]=[CH:6][CH:5]=1.[CH3:29][O:30][C:31]1[CH:52]=[CH:51][C:34]([C:35](Cl)([C:44]2[CH:49]=[CH:48][CH:47]=[CH:46][CH:45]=2)[C:36]2[CH:41]=[CH:40][C:39]([O:42][CH3:43])=[CH:38][CH:37]=2)=[CH:33][CH:32]=1. The catalyst is N1C=CC=CC=1.ClCCl.CCOC(C)=O.CCCCCC.C(N(CC)CC)C. The product is [CH2:3]([O:10][C@@H:11]1[C@H:15]([OH:16])[C@@H:14]([CH2:17][O:18][C:35]([C:34]2[CH:51]=[CH:52][C:31]([O:30][CH3:29])=[CH:32][CH:33]=2)([C:36]2[CH:41]=[CH:40][C:39]([O:42][CH3:43])=[CH:38][CH:37]=2)[C:44]2[CH:45]=[CH:46][CH:47]=[CH:48][CH:49]=2)[O:13][C@H:12]1[N:19]1[C:28]2[N:27]=[CH:26][N:25]=[C:23]([OH:24])[C:22]=2[N:21]=[CH:20]1)[C:4]1[CH:5]=[CH:6][CH:7]=[CH:8][CH:9]=1. The yield is 0.980. (4) The reactants are [C:1]([O:5][C:6]([N:8]([CH3:21])[CH:9]([CH3:20])[C:10]([NH:12][CH:13]([CH:17]([CH3:19])[CH3:18])[C:14]([OH:16])=O)=[O:11])=[O:7])([CH3:4])([CH3:3])[CH3:2].[CH2:22]([O:29][CH2:30][CH:31]([NH:45][CH3:46])[C:32]([NH:34][CH:35]1[C:44]2[C:39](=[CH:40][CH:41]=[CH:42][CH:43]=2)[CH2:38][CH2:37][CH2:36]1)=[O:33])[C:23]1[CH:28]=[CH:27][CH:26]=[CH:25][CH:24]=1.Cl.C(N=C=NCCCN(C)C)C.O.ON1C2C=CC=CC=2N=N1.CN1CCOCC1. The catalyst is O1CCCC1.O.CN1CCCC1=O. The product is [C:1]([O:5][C:6](=[O:7])[N:8]([CH:9]([C:10](=[O:11])[NH:12][CH:13]([C:14](=[O:16])[N:45]([CH:31]([C:32](=[O:33])[NH:34][CH:35]1[C:44]2[C:39](=[CH:40][CH:41]=[CH:42][CH:43]=2)[CH2:38][CH2:37][CH2:36]1)[CH2:30][O:29][CH2:22][C:23]1[CH:28]=[CH:27][CH:26]=[CH:25][CH:24]=1)[CH3:46])[CH:17]([CH3:19])[CH3:18])[CH3:20])[CH3:21])([CH3:2])([CH3:3])[CH3:4]. The yield is 0.390.